The task is: Predict the product of the given reaction.. This data is from Forward reaction prediction with 1.9M reactions from USPTO patents (1976-2016). (1) The product is: [F:17][C:11]1[CH:12]=[C:13]([F:16])[CH:14]=[CH:15][C:10]=1[C@@H:8]1[CH2:9][NH:5][CH2:6][CH:7]1[C:18]#[N:19]. Given the reactants C([N:5]1[CH2:9][C@@H:8]([C:10]2[CH:15]=[CH:14][C:13]([F:16])=[CH:12][C:11]=2[F:17])[CH:7]([C:18]#[N:19])[CH2:6]1)(C)(C)C.ClC(OC(Cl)C)=O.CN(C)C1C2C(=CC=CC=2N(C)C)C=CC=1.CO, predict the reaction product. (2) Given the reactants BrC1C=CC(O)=C(C2C=[CH:16][C:15]3[C:10](=[CH:11][CH:12]=[C:13]([C:18]4[N:22]([CH:23]5[CH2:28][CH2:27][CH2:26][CH2:25][CH2:24]5)[C:21]5[CH:29]=[CH:30][C:31]([C:33]([OH:35])=[O:34])=[CH:32][C:20]=5[N:19]=4)[CH:14]=3)[N:9]=2)C=1.C(OC(C1C=CC2N(C3CCCCC3)C(C3C=CC(N)=C(C=O)C=3)=NC=2C=1)=O)C.[OH:66][C:67]1[C:72]([N+:73]([O-:75])=[O:74])=[CH:71][C:70]([CH3:76])=[CH:69][C:68]=1[C:77](=O)[CH3:78].[OH-].[K+], predict the reaction product. The product is: [CH:23]1([N:22]2[C:21]3[CH:29]=[CH:30][C:31]([C:33]([OH:35])=[O:34])=[CH:32][C:20]=3[N:19]=[C:18]2[C:13]2[CH:14]=[C:15]3[C:10](=[CH:11][CH:12]=2)[N:9]=[C:77]([C:68]2[CH:69]=[C:70]([CH3:76])[CH:71]=[C:72]([N+:73]([O-:75])=[O:74])[C:67]=2[OH:66])[CH:78]=[CH:16]3)[CH2:24][CH2:25][CH2:26][CH2:27][CH2:28]1. (3) Given the reactants [N:1]1([CH2:6][CH2:7][C:8]2[CH:16]=[CH:15][C:11]([C:12]([OH:14])=O)=[CH:10][N:9]=2)[CH2:5][CH2:4][CH2:3][CH2:2]1.[F:17][C:18]1[CH:23]=[CH:22][C:21]([CH:24]([C:28]2[CH:33]=[CH:32][N:31]=[CH:30][CH:29]=2)[CH2:25][CH2:26][NH2:27])=[CH:20][CH:19]=1, predict the reaction product. The product is: [F:17][C:18]1[CH:23]=[CH:22][C:21]([CH:24]([C:28]2[CH:33]=[CH:32][N:31]=[CH:30][CH:29]=2)[CH2:25][CH2:26][NH:27][C:12](=[O:14])[C:11]2[CH:15]=[CH:16][C:8]([CH2:7][CH2:6][N:1]3[CH2:2][CH2:3][CH2:4][CH2:5]3)=[N:9][CH:10]=2)=[CH:20][CH:19]=1. (4) Given the reactants C([Li])CCC.Br[C:7]1[CH:12]=[C:11]([O:13]C)[CH:10]=[CH:9][C:8]=1[O:15]C.[CH:17]([C:20]1[CH:25]=[CH:24][C:23]([C:26](=O)[CH:27]([CH3:29])[CH3:28])=[CH:22][CH:21]=1)([CH3:19])[CH3:18].O, predict the reaction product. The product is: [CH:17]([C:20]1[CH:25]=[CH:24][C:23]([CH:26]2[C:10]3[CH:9]=[C:8]([OH:15])[CH:7]=[CH:12][C:11]=3[O:13][C:27]2([CH3:29])[CH3:28])=[CH:22][CH:21]=1)([CH3:19])[CH3:18]. (5) Given the reactants [C:1]([O:5][C:6]([NH:8][C@H:9]1[CH2:13][C@@H:12]([C:14]([O:16][CH3:17])=[O:15])[CH:11]=[CH:10]1)=[O:7])([CH3:4])([CH3:3])[CH3:2].C1CCN2C(=NCCC2)CC1, predict the reaction product. The product is: [CH3:17][O:16][C:14]([C:12]1[CH2:13][C@H:9]([NH:8][C:6]([O:5][C:1]([CH3:4])([CH3:3])[CH3:2])=[O:7])[CH2:10][CH:11]=1)=[O:15]. (6) Given the reactants C(OC([N:8]([CH2:35][C:36]1[CH:45]=[CH:44][C:39]2[O:40][CH2:41][CH2:42][O:43][C:38]=2[CH:37]=1)[CH:9]1[CH2:14][CH2:13][N:12]([CH2:15][CH2:16][N:17]2[C:26]3[C:21](=[C:22]([O:27][CH2:28][C:29]([O:31][CH2:32][CH3:33])=[O:30])[CH:23]=[CH:24][CH:25]=3)[CH:20]=[CH:19][C:18]2=[O:34])[CH2:11][CH2:10]1)=O)(C)(C)C.FC(F)(F)C(O)=O, predict the reaction product. The product is: [O:40]1[C:39]2[CH:44]=[CH:45][C:36]([CH2:35][NH:8][CH:9]3[CH2:10][CH2:11][N:12]([CH2:15][CH2:16][N:17]4[C:26]5[C:21](=[C:22]([O:27][CH2:28][C:29]([O:31][CH2:32][CH3:33])=[O:30])[CH:23]=[CH:24][CH:25]=5)[CH:20]=[CH:19][C:18]4=[O:34])[CH2:13][CH2:14]3)=[CH:37][C:38]=2[O:43][CH2:42][CH2:41]1. (7) Given the reactants CC[C@H]([C@H](CN(C)C)C)C1C=CC=C(O)C=1.[CH3:17][N:18]([CH3:26])[CH2:19][C@H:20]([CH3:25])[C:21](=[O:24])[CH2:22][CH3:23].Br[C:28]1[CH:29]=[C:30]([O:34][CH3:35])[CH:31]=[CH:32][CH:33]=1, predict the reaction product. The product is: [CH3:17][N:18]([CH3:26])[CH2:19][C@H:20]([CH3:25])[C@:21]([C:28]1[CH:33]=[CH:32][CH:31]=[C:30]([O:34][CH3:35])[CH:29]=1)([OH:24])[CH2:22][CH3:23].